Task: Predict the reaction yield, written as a fraction of the theoretical maximum amount of product (1.0 means a 100% yield; for example, 0.34 means a 34% yield).. Dataset: Reaction yield outcomes from USPTO patents with 853,638 reactions (1) The reactants are [F:1][C:2]([F:23])([F:22])[C:3]([N:5]1[CH2:10][CH2:9][N:8]([S:11]([C:14]2[CH:19]=[C:18]([F:20])[CH:17]=[CH:16][C:15]=2[CH3:21])(=[O:13])=[O:12])[CH2:7][CH2:6]1)=[O:4].CC(N=NC(C#N)(C)C)(C#N)C.C1C(=O)N([Br:43])C(=O)C1. The catalyst is C(Cl)(Cl)(Cl)Cl. The product is [Br:43][CH2:21][C:15]1[CH:16]=[CH:17][C:18]([F:20])=[CH:19][C:14]=1[S:11]([N:8]1[CH2:7][CH2:6][N:5]([C:3](=[O:4])[C:2]([F:1])([F:22])[F:23])[CH2:10][CH2:9]1)(=[O:12])=[O:13]. The yield is 0.490. (2) The reactants are [I:1][C:2]1[C:10]2[C:5](=[N:6][CH:7]=[N:8][C:9]=2[NH2:11])[NH:4][N:3]=1.[C:12]([O:16][C:17]([N:19]1[CH2:24][CH2:23][CH2:22][C@H:21](O)[CH2:20]1)=[O:18])([CH3:15])([CH3:14])[CH3:13].C1C=CC(P(C2C=CC=CC=2)C2C=CC=CC=2)=CC=1.CC(OC(/N=N/C(OC(C)C)=O)=O)C. The catalyst is C1COCC1. The product is [NH2:11][C:9]1[N:8]=[CH:7][N:6]=[C:5]2[N:4]([C@@H:23]3[CH2:22][CH2:21][CH2:20][N:19]([C:17]([O:16][C:12]([CH3:15])([CH3:14])[CH3:13])=[O:18])[CH2:24]3)[N:3]=[C:2]([I:1])[C:10]=12. The yield is 0.412. (3) The reactants are [CH2:1]([NH:13][C:14]([C:16]1[CH:17]=[C:18]([C:27]2[CH:32]=[CH:31][CH:30]=[C:29]([C:33]([F:36])([F:35])[F:34])[CH:28]=2)[C:19]([O:23][CH2:24][CH2:25][NH2:26])=[C:20]([Br:22])[CH:21]=1)=[O:15])[CH2:2][CH2:3][CH2:4][CH2:5][CH2:6][CH2:7][CH2:8][CH2:9][CH2:10][CH2:11][CH3:12].C(N(CC)CC)C.Cl[C:45]([O:47][CH3:48])=[O:46]. The catalyst is C1COCC1. The product is [CH3:48][O:47][C:45](=[O:46])[NH:26][CH2:25][CH2:24][O:23][C:19]1[C:20]([Br:22])=[CH:21][C:16]([C:14](=[O:15])[NH:13][CH2:1][CH2:2][CH2:3][CH2:4][CH2:5][CH2:6][CH2:7][CH2:8][CH2:9][CH2:10][CH2:11][CH3:12])=[CH:17][C:18]=1[C:27]1[CH:32]=[CH:31][CH:30]=[C:29]([C:33]([F:36])([F:34])[F:35])[CH:28]=1. The yield is 0.930. (4) The reactants are Cl.Cl.C([C:6]1[CH:7]=[C:8](/[CH:12]=[CH:13]/[CH2:14][N:15]([C:20]2[CH:25]=[CH:24][C:23]([O:26][CH:27]3[CH2:32][CH2:31][N:30]([C:33]4[CH2:37][CH2:36][CH2:35][N:34]=4)[CH2:29][CH2:28]3)=[C:22]([C:38](=[O:40])[NH2:39])[CH:21]=2)[S:16]([CH3:19])(=[O:18])=[O:17])[CH:9]=[CH:10][CH:11]=1)(=N)N.[C:41]([O:47]C1C=CC([N+]([O-])=O)=CC=1)(=O)[C:42]([CH3:45])([CH3:44])[CH3:43].C([N:59]([CH2:62]C)CC)C.C(#[N:66])C. The catalyst is ClCCl. The product is [C:38]([C:22]1[CH:21]=[C:20]([N:15]([CH2:14]/[CH:13]=[CH:12]/[C:8]2[CH:7]([CH2:62][NH:59][C:41](=[O:47])[C:42]([CH3:43])([CH3:44])[CH3:45])[C:6](=[NH:66])[CH:11]=[CH:10][CH:9]=2)[S:16]([CH3:19])(=[O:17])=[O:18])[CH:25]=[CH:24][C:23]=1[O:26][CH:27]1[CH2:28][CH2:29][N:30]([C:33]2[CH2:37][CH2:36][CH2:35][N:34]=2)[CH2:31][CH2:32]1)(=[O:40])[NH2:39]. The yield is 0.860.